From a dataset of Forward reaction prediction with 1.9M reactions from USPTO patents (1976-2016). Predict the product of the given reaction. (1) Given the reactants [C:1](Cl)(Cl)=[O:2].C1(C)C=CC=CC=1.C(N(CC)CC)C.[F:19][C:20]1[CH:25]=[CH:24][C:23]([NH2:26])=[C:22]([CH3:27])[CH:21]=1, predict the reaction product. The product is: [F:19][C:20]1[CH:25]=[CH:24][C:23]([N:26]=[C:1]=[O:2])=[C:22]([CH3:27])[CH:21]=1. (2) Given the reactants [C:1](OC(=O)C)(=[O:3])[CH3:2].[CH:8]12[NH:13][CH:12]1[CH2:11][N:10]([C:14]1[CH:19]=[CH:18][C:17]([N:20]3[CH2:24][C@H:23]([CH2:25][NH:26][C:27](=[O:29])[CH3:28])[O:22][C:21]3=[O:30])=[CH:16][C:15]=1[F:31])[CH2:9]2.C(N(CC)CC)C, predict the reaction product. The product is: [C:1]([N:13]1[CH:12]2[CH:8]1[CH2:9][N:10]([C:14]1[CH:19]=[CH:18][C:17]([N:20]3[CH2:24][C@H:23]([CH2:25][NH:26][C:27](=[O:29])[CH3:28])[O:22][C:21]3=[O:30])=[CH:16][C:15]=1[F:31])[CH2:11]2)(=[O:3])[CH3:2]. (3) Given the reactants Cl.O1CCOCC1.COC1C=CC(C[O:15][C:16]2[CH:21]=[C:20]([N:22]3[CH2:27][CH2:26][O:25][CH2:24][CH2:23]3)[N:19]=[C:18]([C:28]3[CH:41]=[CH:40][CH:39]=[C:38]4[C:29]=3[O:30][C:31]3[CH:32]=[CH:33][C:34]([NH:42]C(=O)OC(C)(C)C)=[CH:35][C:36]=3[CH2:37]4)[N:17]=2)=CC=1, predict the reaction product. The product is: [NH2:42][C:34]1[CH:35]=[C:36]2[C:31]([O:30][C:29]3[C:28]([C:18]4[NH:17][C:16](=[O:15])[CH:21]=[C:20]([N:22]5[CH2:23][CH2:24][O:25][CH2:26][CH2:27]5)[N:19]=4)=[CH:41][CH:40]=[CH:39][C:38]=3[CH2:37]2)=[CH:32][CH:33]=1. (4) Given the reactants C[O:2][C:3]1[N:4]=[N:5][C:6]([S:9]([C:12]2[O:13][C:14]3[CH:21]=[CH:20][C:19](Cl)=[CH:18][C:15]=3[C:16]=2[CH3:17])(=[O:11])=[O:10])=[CH:7][CH:8]=1.Cl, predict the reaction product. The product is: [CH3:17][C:16]1[C:15]2[CH:18]=[CH:19][CH:20]=[CH:21][C:14]=2[O:13][C:12]=1[S:9]([C:6]1[CH:7]=[CH:8][C:3](=[O:2])[NH:4][N:5]=1)(=[O:11])=[O:10]. (5) Given the reactants [CH:1]1[C:10]2[C:5](=[CH:6][CH:7]=[CH:8][CH:9]=2)[CH:4]=[CH:3][C:2]=1[C:11]([CH2:13][CH2:14][CH2:15][CH2:16][CH2:17][CH2:18][C:19]([OH:21])=O)=[O:12].C1C=CC2N(O)N=NC=2C=1.C(Cl)CCl.Cl.[O:37]([NH2:39])[CH3:38].C(N(CC)CC)C, predict the reaction product. The product is: [CH3:38][O:37][NH:39][C:19](=[O:21])[CH2:18][CH2:17][CH2:16][CH2:15][CH2:14][CH2:13][C:11]([C:2]1[CH:3]=[CH:4][C:5]2[C:10](=[CH:9][CH:8]=[CH:7][CH:6]=2)[CH:1]=1)=[O:12].